Dataset: Forward reaction prediction with 1.9M reactions from USPTO patents (1976-2016). Task: Predict the product of the given reaction. (1) Given the reactants [CH3:1][Si:2]1([CH3:7])[CH2:6][CH:5]=[CH:4][CH2:3]1.[Br-].[Br-].[Br-].C1([N+](C)(C)C)C=CC=CC=1.C1([N+](C)(C)C)C=CC=CC=1.C1([N+](C)(C)C)C=CC=CC=1.[CH3:41][C:42]1[CH:43]=[CH:44][C:45]([S:48]([NH:51]Cl)(=[O:50])=[O:49])=[CH:46][CH:47]=1, predict the reaction product. The product is: [CH3:1][Si:2]1([CH3:7])[CH2:6][CH:5]2[CH:4]([N:51]2[S:48]([C:45]2[CH:46]=[CH:47][C:42]([CH3:41])=[CH:43][CH:44]=2)(=[O:49])=[O:50])[CH2:3]1. (2) Given the reactants [C:1]([O:5][C:6](=[O:19])[NH:7][CH2:8][CH2:9][CH2:10][NH:11][C:12]([N:14]=[CH:15]N(C)C)=[S:13])([CH3:4])([CH3:3])[CH3:2].[CH2:20]([C:22]1[CH:31]=[CH:30][CH:29]=[CH:28][C:23]=1[C:24](=[O:27])[CH2:25]Br)[CH3:21], predict the reaction product. The product is: [C:1]([O:5][C:6](=[O:19])[NH:7][CH2:8][CH2:9][CH2:10][NH:11][C:12]1[S:13][C:25]([C:24](=[O:27])[C:23]2[CH:28]=[CH:29][CH:30]=[CH:31][C:22]=2[CH2:20][CH3:21])=[CH:15][N:14]=1)([CH3:2])([CH3:3])[CH3:4]. (3) Given the reactants Cl.[C:2]1([CH2:8][CH2:9][C:10]2[N:11]=[C:12]([CH:15]3[CH2:20][CH2:19][NH:18][CH2:17][CH2:16]3)[S:13][CH:14]=2)[CH:7]=[CH:6][CH:5]=[CH:4][CH:3]=1.[CH3:21][O:22][C:23]1[CH:24]=[C:25]([CH2:31][CH2:32][C:33](O)=[O:34])[CH:26]=[CH:27][C:28]=1[O:29][CH3:30], predict the reaction product. The product is: [CH3:21][O:22][C:23]1[CH:24]=[C:25]([CH2:31][CH2:32][C:33]([N:18]2[CH2:19][CH2:20][CH:15]([C:12]3[S:13][CH:14]=[C:10]([CH2:9][CH2:8][C:2]4[CH:7]=[CH:6][CH:5]=[CH:4][CH:3]=4)[N:11]=3)[CH2:16][CH2:17]2)=[O:34])[CH:26]=[CH:27][C:28]=1[O:29][CH3:30].